From a dataset of Full USPTO retrosynthesis dataset with 1.9M reactions from patents (1976-2016). Predict the reactants needed to synthesize the given product. (1) Given the product [Cl:1][C:2]1[CH:10]=[C:9]2[C:5]([C:6]([C:12]3[N:17]=[C:16]4[C:18]([C:29]([N:35]5[CH2:36][CH:39]5[CH3:40])=[O:30])=[CH:19][N:20]([CH2:21][O:22][CH2:23][CH2:24][Si:25]([CH3:26])([CH3:28])[CH3:27])[C:15]4=[N:14][CH:13]=3)=[N:7][N:8]2[CH3:11])=[CH:4][CH:3]=1, predict the reactants needed to synthesize it. The reactants are: [Cl:1][C:2]1[CH:10]=[C:9]2[C:5]([C:6]([C:12]3[N:17]=[C:16]4[C:18]([C:29](O)=[O:30])=[CH:19][N:20]([CH2:21][O:22][CH2:23][CH2:24][Si:25]([CH3:28])([CH3:27])[CH3:26])[C:15]4=[N:14][CH:13]=3)=[N:7][N:8]2[CH3:11])=[CH:4][CH:3]=1.C([N:35]([CH2:39][CH3:40])[CH:36](C)C)(C)C.CN(C)CCCN=C=NCC.CC1CN1.Cl. (2) Given the product [C:1]([C:5]1[CH:10]=[CH:9][C:8]([NH:11][C:12]([NH:14][C:15]2[CH:16]=[CH:17][C:18]([O:19][C:20]3[CH:25]=[CH:24][N:23]=[C:22]([NH:26][CH2:27][CH2:28][CH2:29][OH:30])[N:21]=3)=[CH:31][CH:32]=2)=[O:13])=[CH:7][CH:6]=1)([CH3:4])([CH3:2])[CH3:3], predict the reactants needed to synthesize it. The reactants are: [C:1]([C:5]1[CH:10]=[CH:9][C:8]([N:11]=[C:12]=[O:13])=[CH:7][CH:6]=1)([CH3:4])([CH3:3])[CH3:2].[NH2:14][C:15]1[CH:32]=[CH:31][C:18]([O:19][C:20]2[CH:25]=[CH:24][N:23]=[C:22]([NH:26][CH2:27][CH2:28][CH2:29][OH:30])[N:21]=2)=[CH:17][CH:16]=1.